The task is: Predict the reactants needed to synthesize the given product.. This data is from Retrosynthesis with 50K atom-mapped reactions and 10 reaction types from USPTO. (1) Given the product Cc1oc(-c2ccc(Br)cc2)nc1CCN1CC[C@H](O)C1, predict the reactants needed to synthesize it. The reactants are: Cc1oc(-c2ccc(Br)cc2)nc1CCOS(C)(=O)=O.O[C@H]1CCNC1. (2) Given the product Cc1ccc(S(=O)(=O)OC=CC2=C(C(=O)OC(c3ccccc3)c3ccccc3)N3C(=O)C(N)C3S(=O)C2)cc1, predict the reactants needed to synthesize it. The reactants are: Cc1ccc(S(=O)(=O)OC=CC2=C(C(=O)OC(c3ccccc3)c3ccccc3)N3C(=O)C(NC(=O)OC(C)(C)C)C3S(=O)C2)cc1. (3) Given the product C=CCn1c2c(c(=O)n1-c1ccc(F)cc1F)[C@H]1CC[C@]2(C)C1(C)C, predict the reactants needed to synthesize it. The reactants are: C=CCI.CC1(C)[C@@H]2CC[C@@]1(C)c1[nH]n(-c3ccc(F)cc3F)c(=O)c12. (4) The reactants are: CC(C)(C)CC1NC(C(=O)OC(C)(C)C)C(c2cc(F)cc(Cl)c2)C1(C#N)c1ccc(Cl)cc1F. Given the product CC(C)(C)CC1NC(C(=O)O)C(c2cc(F)cc(Cl)c2)C1(C#N)c1ccc(Cl)cc1F, predict the reactants needed to synthesize it. (5) Given the product O=S(=O)(Nc1nc(Cl)nc2ccccc12)c1ccc(Cl)cc1Cl, predict the reactants needed to synthesize it. The reactants are: Clc1nc(Cl)c2ccccc2n1.NS(=O)(=O)c1ccc(Cl)cc1Cl. (6) Given the product CC(NC(=O)c1coc(Oc2cccc(C(C)C(F)(F)F)c2)n1)c1cc(F)c(NS(C)(=O)=O)c(F)c1, predict the reactants needed to synthesize it. The reactants are: CC(NC(=O)c1coc(Cl)n1)c1cc(F)c(NS(C)(=O)=O)c(F)c1.CC(c1cccc(O)c1)C(F)(F)F.